From a dataset of Forward reaction prediction with 1.9M reactions from USPTO patents (1976-2016). Predict the product of the given reaction. (1) Given the reactants [F:1][C:2]1[CH:3]=[C:4]([C:8]2[C:12]([C:13]([OH:15])=O)=[C:11]([CH3:16])[O:10][N:9]=2)[CH:5]=[CH:6][CH:7]=1.Cl.C(N=C=NCCCN(C)C)C.[F:29][C:30]1[CH:35]=[CH:34][CH:33]=[CH:32][C:31]=1[N:36]1[CH2:41][CH2:40][NH:39][CH2:38][CH2:37]1, predict the reaction product. The product is: [F:1][C:2]1[CH:3]=[C:4]([C:8]2[C:12]([C:13]([N:39]3[CH2:38][CH2:37][N:36]([C:31]4[CH:32]=[CH:33][CH:34]=[CH:35][C:30]=4[F:29])[CH2:41][CH2:40]3)=[O:15])=[C:11]([CH3:16])[O:10][N:9]=2)[CH:5]=[CH:6][CH:7]=1. (2) Given the reactants C(N(CC)CC)C.[F:8][C:9]1[C:14]([F:15])=[CH:13][CH:12]=[CH:11][C:10]=1[C:16]1[N:37]=[C:19]2[CH:20]=[N:21][N:22]([CH2:24][C:25]3[O:29][N:28]=[C:27]([C:30]4[CH:35]=[CH:34][C:33](I)=[CH:32][CH:31]=4)[CH:26]=3)[CH:23]=[C:18]2[N:17]=1.[Si:38]([C:42]#[CH:43])([CH3:41])([CH3:40])[CH3:39], predict the reaction product. The product is: [F:8][C:9]1[C:14]([F:15])=[CH:13][CH:12]=[CH:11][C:10]=1[C:16]1[N:37]=[C:19]2[CH:20]=[N:21][N:22]([CH2:24][C:25]3[O:29][N:28]=[C:27]([C:30]4[CH:35]=[CH:34][C:33]([C:43]#[C:42][Si:38]([CH3:41])([CH3:40])[CH3:39])=[CH:32][CH:31]=4)[CH:26]=3)[CH:23]=[C:18]2[N:17]=1.